From a dataset of Reaction yield outcomes from USPTO patents with 853,638 reactions. Predict the reaction yield, written as a fraction of the theoretical maximum amount of product (1.0 means a 100% yield; for example, 0.34 means a 34% yield). (1) No catalyst specified. The yield is 0.910. The reactants are [N:1]([CH2:4][C@:5]1([CH3:22])[O:10][C:9]2[C:11]([C:15]3[CH:20]=[CH:19][CH:18]=[CH:17][C:16]=3[Cl:21])=[CH:12][CH:13]=[CH:14][C:8]=2[O:7][CH2:6]1)=[N+]=[N-].C1(P(C2C=CC=CC=2)C2C=CC=CC=2)C=CC=CC=1. The product is [Cl:21][C:16]1[CH:17]=[CH:18][CH:19]=[CH:20][C:15]=1[C:11]1[C:9]2[O:10][C@:5]([CH2:4][NH2:1])([CH3:22])[CH2:6][O:7][C:8]=2[CH:14]=[CH:13][CH:12]=1. (2) The reactants are [C:1]([O:5][C:6](=[O:16])[N:7]([CH3:15])[CH:8]1[CH2:13][CH2:12][C:11](=O)[CH2:10][CH2:9]1)([CH3:4])([CH3:3])[CH3:2].[C:17]([F:21])([F:20])(Br)Br. The catalyst is C1COCC1.CCOCC.[Zn]. The product is [C:1]([O:5][C:6](=[O:16])[N:7]([CH:8]1[CH2:13][CH2:12][C:11](=[C:17]([F:21])[F:20])[CH2:10][CH2:9]1)[CH3:15])([CH3:4])([CH3:3])[CH3:2]. The yield is 0.600. (3) The reactants are [Br:1][C:2]1[CH:13]=[N:12][C:5]2[NH:6][CH2:7][C@@H:8]([CH3:11])[NH:9][CH2:10][C:4]=2[CH:3]=1.C(N(CC)CC)C.[C:21](O[C:21]([O:23][C:24]([CH3:27])([CH3:26])[CH3:25])=[O:22])([O:23][C:24]([CH3:27])([CH3:26])[CH3:25])=[O:22]. The catalyst is CC#N. The product is [Br:1][C:2]1[CH:13]=[N:12][C:5]2[NH:6][CH2:7][C@@H:8]([CH3:11])[N:9]([C:21]([O:23][C:24]([CH3:27])([CH3:26])[CH3:25])=[O:22])[CH2:10][C:4]=2[CH:3]=1. The yield is 0.960. (4) The yield is 0.440. No catalyst specified. The reactants are Br[C:2]1[CH:7]=[CH:6][CH:5]=[CH:4][N:3]=1.[C:8]([O:12][C:13](=[O:49])[NH:14][C@H:15]1[CH2:20][CH2:19][C@@H:18]([N:21]2[C:26](=[O:27])[C:25]3[CH:28]=[C:29]([F:32])[CH:30]=[N:31][C:24]=3[N:23]([C:33]3[CH:38]=[CH:37][CH:36]=[C:35](B4OC(C)(C)C(C)(C)O4)[CH:34]=3)[C:22]2=[O:48])[CH2:17][CH2:16]1)([CH3:11])([CH3:10])[CH3:9]. The product is [C:8]([O:12][C:13](=[O:49])[NH:14][C@H:15]1[CH2:16][CH2:17][C@@H:18]([N:21]2[C:26](=[O:27])[C:25]3[CH:28]=[C:29]([F:32])[CH:30]=[N:31][C:24]=3[N:23]([C:33]3[CH:38]=[CH:37][CH:36]=[C:35]([C:2]4[CH:7]=[CH:6][CH:5]=[CH:4][N:3]=4)[CH:34]=3)[C:22]2=[O:48])[CH2:19][CH2:20]1)([CH3:11])([CH3:9])[CH3:10].